This data is from Reaction yield outcomes from USPTO patents with 853,638 reactions. The task is: Predict the reaction yield, written as a fraction of the theoretical maximum amount of product (1.0 means a 100% yield; for example, 0.34 means a 34% yield). (1) The reactants are Cl[C:2]1[CH:9]=[CH:8][C:5]([C:6]#[N:7])=[CH:4][N:3]=1.[OH:10][C:11]1[CH:19]=[CH:18][C:14]([C:15]([NH2:17])=[O:16])=[CH:13][CH:12]=1.C(=O)([O-])[O-].[K+].[K+].CC(N(C)C)=O. The catalyst is C1(C)C=CC=CC=1. The product is [C:6]([C:5]1[CH:8]=[CH:9][C:2]([O:10][C:11]2[CH:19]=[CH:18][C:14]([C:15]([NH2:17])=[O:16])=[CH:13][CH:12]=2)=[N:3][CH:4]=1)#[N:7]. The yield is 0.940. (2) The reactants are [CH:1]1([NH:6][C:7]2[N:12]=[C:11]([C:13]3[C:14]([C:26]4[CH:31]=[CH:30][C:29]([OH:32])=[CH:28][CH:27]=4)=[N:15][N:16]4[C:21]([NH:22][CH:23]5[CH2:25][CH2:24]5)=[CH:20][CH:19]=[CH:18][C:17]=34)[CH:10]=[CH:9][N:8]=2)[CH2:5][CH2:4][CH2:3][CH2:2]1.C(=O)([O-])[O-].[Cs+].[Cs+].Br[CH2:40][CH:41]1[CH2:43][CH2:42]1. The catalyst is CN(C)C=O. The product is [CH:1]1([NH:6][C:7]2[N:12]=[C:11]([C:13]3[C:14]([C:26]4[CH:27]=[CH:28][C:29]([O:32][CH2:40][CH:41]5[CH2:43][CH2:42]5)=[CH:30][CH:31]=4)=[N:15][N:16]4[C:21]([NH:22][CH:23]5[CH2:24][CH2:25]5)=[CH:20][CH:19]=[CH:18][C:17]=34)[CH:10]=[CH:9][N:8]=2)[CH2:5][CH2:4][CH2:3][CH2:2]1. The yield is 0.550. (3) The reactants are [Cl:1][C:2]1[CH:7]=[CH:6][C:5]([C:8]2([CH:14]=O)[CH2:13][CH2:12][CH2:11][CH2:10][CH2:9]2)=[CH:4][C:3]=1[F:16].[CH3:17][NH:18][CH3:19]. No catalyst specified. The product is [Cl:1][C:2]1[CH:7]=[CH:6][C:5]([C:8]2([CH2:14][N:18]([CH3:19])[CH3:17])[CH2:13][CH2:12][CH2:11][CH2:10][CH2:9]2)=[CH:4][C:3]=1[F:16]. The yield is 0.970. (4) The reactants are [Cl:1][C:2]1[C:10]2[N:9]=[C:8]3[N:11]([C:16]4[C:21]([Cl:22])=[CH:20][C:19]([Cl:23])=[CH:18][N:17]=4)[CH2:12][CH2:13][CH2:14][CH2:15][N:7]3[C:6]=2[C:5]([CH:24]([OH:27])[CH2:25][CH3:26])=[CH:4][CH:3]=1.[C:28](OC(=O)C)(=[O:30])[CH3:29]. The catalyst is N1C=CC=CC=1. The product is [C:28]([O:27][CH:24]([C:5]1[C:6]2[N:7]3[CH2:15][CH2:14][CH2:13][CH2:12][N:11]([C:16]4[C:21]([Cl:22])=[CH:20][C:19]([Cl:23])=[CH:18][N:17]=4)[C:8]3=[N:9][C:10]=2[C:2]([Cl:1])=[CH:3][CH:4]=1)[CH2:25][CH3:26])(=[O:30])[CH3:29]. The yield is 0.940.